Task: Predict the reaction yield, written as a fraction of the theoretical maximum amount of product (1.0 means a 100% yield; for example, 0.34 means a 34% yield).. Dataset: Reaction yield outcomes from USPTO patents with 853,638 reactions (1) The reactants are [CH3:1][C:2]1([CH3:16])[C:7](=[O:8])[NH:6][C:5]2[CH:9]=[C:10]([N+:13]([O-:15])=[O:14])[CH:11]=[CH:12][C:4]=2[O:3]1.Br[CH2:18][CH2:19][O:20][CH3:21].C([O-])([O-])=O.[Cs+].[Cs+]. The catalyst is CN(C=O)C. The product is [CH3:21][O:20][CH:19]([N:6]1[C:5]2[CH:9]=[C:10]([N+:13]([O-:15])=[O:14])[CH:11]=[CH:12][C:4]=2[O:3][C:2]([CH3:16])([CH3:1])[C:7]1=[O:8])[CH3:18]. The yield is 1.00. (2) The reactants are [CH3:1][O:2][C:3](=[O:15])[C:4]1[CH:13]=[C:12]([OH:14])[CH:11]=[C:6]([C:7]([O:9][CH3:10])=[O:8])[CH:5]=1.C1N2CCN(CC2)C1.[CH3:24][N:25]([CH3:29])[C:26](Cl)=[S:27]. The catalyst is CN(C=O)C. The product is [CH3:10][O:9][C:7](=[O:8])[C:6]1[CH:11]=[C:12]([O:14][C:26](=[S:27])[N:25]([CH3:29])[CH3:24])[CH:13]=[C:4]([C:3]([O:2][CH3:1])=[O:15])[CH:5]=1. The yield is 0.790. (3) The reactants are [O:1]=[C:2]1[O:7][C:6](=[O:8])[CH2:5][N:4]([CH2:9][CH2:10][N:11]([CH2:16][CH2:17][N:18]2[CH2:23][C:22](=[O:24])[O:21][C:20](=[O:25])[CH2:19]2)[CH2:12][C:13]([OH:15])=[O:14])[CH2:3]1.Cl.[NH2:27][CH2:28][CH2:29][O:30][CH2:31][CH2:32][O:33][C:34](=[O:52])[CH2:35][CH2:36][CH2:37][CH2:38][CH2:39][CH2:40][CH2:41][CH2:42][CH2:43][CH2:44][CH2:45][CH2:46][CH2:47][CH2:48][CH2:49][CH2:50][CH3:51].CC[N:55]([CH2:58][CH3:59])CC. The catalyst is CN(C=O)C. The product is [C:13]([CH2:12][N:11]([CH2:10][CH2:9][N:4]([CH2:3][C:2]([OH:7])=[O:1])[CH2:5][C:6](=[O:8])[NH:55][CH2:58][CH2:59][O:30][CH2:31][CH2:32][O:33][C:34](=[O:52])[CH2:35][CH2:36][CH2:37][CH2:38][CH2:39][CH2:40][CH2:41][CH2:42][CH2:43][CH2:44][CH2:45][CH2:46][CH2:47][CH2:48][CH2:49][CH2:50][CH3:51])[CH2:16][CH2:17][N:18]([CH2:19][C:20]([NH:27][CH2:28][CH2:29][O:30][CH2:31][CH2:32][O:33][C:34](=[O:52])[CH2:35][CH2:36][CH2:37][CH2:38][CH2:39][CH2:40][CH2:41][CH2:42][CH2:43][CH2:44][CH2:45][CH2:46][CH2:47][CH2:48][CH2:49][CH2:50][CH3:51])=[O:25])[CH2:23][C:22]([OH:21])=[O:24])([OH:15])=[O:14]. The yield is 0.270. (4) The reactants are C[O:2][C:3]1[CH:10]=[C:9]([N:11]2[CH2:16][CH2:15][O:14][CH2:13][CH2:12]2)[CH:8]=[C:7]([CH3:17])[C:4]=1[C:5]#[N:6].C(=O)([O-])[O-].[K+].[K+].C(S)C.Cl. The catalyst is CN(C)C=O.O. The product is [OH:2][C:3]1[CH:10]=[C:9]([N:11]2[CH2:12][CH2:13][O:14][CH2:15][CH2:16]2)[CH:8]=[C:7]([CH3:17])[C:4]=1[C:5]#[N:6]. The yield is 0.480. (5) The reactants are [OH:1][C@H:2]([C@@H:8]([OH:14])[C:9]([O:11][CH2:12][CH3:13])=[O:10])[C:3]([O:5][CH2:6][CH3:7])=[O:4].[C:15]1(=O)[CH2:20][CH2:19][CH2:18][CH2:17][CH2:16]1. The catalyst is C1(C)C=CC=CC=1. The product is [O:1]1[C:15]2([CH2:20][CH2:19][CH2:18][CH2:17][CH2:16]2)[O:14][C@@H:8]([C:9]([O:11][CH2:12][CH3:13])=[O:10])[C@@H:2]1[C:3]([O:5][CH2:6][CH3:7])=[O:4]. The yield is 0.660. (6) The reactants are [F:1][C:2]1[CH:7]=[CH:6][CH:5]=[CH:4][C:3]=1[SH:8].IC.[C:11](=O)([O-])[O-].[K+].[K+].C(O)(=O)CC(CC(O)=O)(C(O)=O)O. The catalyst is CN(C=O)C. The product is [F:1][C:2]1[CH:7]=[CH:6][CH:5]=[CH:4][C:3]=1[S:8][CH3:11]. The yield is 0.600. (7) The reactants are [Br:1][C:2]1[CH:7]=[CH:6][C:5]([NH2:8])=[C:4]([C:9]2[CH2:14][CH2:13][CH2:12][CH2:11][CH:10]=2)[CH:3]=1.[K+].[C:16]([C:18]1[N:19]=[C:20]([C:31]([O-])=[O:32])[N:21]([CH2:23][O:24][CH2:25][CH2:26][Si:27]([CH3:30])([CH3:29])[CH3:28])[CH:22]=1)#[N:17].F[P-](F)(F)(F)(F)F.Br[P+](N1CCCC1)(N1CCCC1)N1CCCC1.C(N(CC)C(C)C)(C)C. The catalyst is CN(C=O)C.CCOC(C)=O. The product is [Br:1][C:2]1[CH:7]=[CH:6][C:5]([NH:8][C:31]([C:20]2[N:21]([CH2:23][O:24][CH2:25][CH2:26][Si:27]([CH3:30])([CH3:29])[CH3:28])[CH:22]=[C:18]([C:16]#[N:17])[N:19]=2)=[O:32])=[C:4]([C:9]2[CH2:14][CH2:13][CH2:12][CH2:11][CH:10]=2)[CH:3]=1. The yield is 0.900.